This data is from Catalyst prediction with 721,799 reactions and 888 catalyst types from USPTO. The task is: Predict which catalyst facilitates the given reaction. (1) Reactant: [H-].[Na+].[Br:3][C:4]1[CH:5]=[CH:6][C:7](=[O:10])[NH:8][CH:9]=1.Br[CH2:12][C:13]12[CH2:22][CH:17]3[CH2:18][CH:19]([CH2:21][CH:15]([CH2:16]3)[CH2:14]1)[CH2:20]2. Product: [C:13]12([CH2:12][N:8]3[CH:9]=[C:4]([Br:3])[CH:5]=[CH:6][C:7]3=[O:10])[CH2:14][CH:15]3[CH2:21][CH:19]([CH2:18][CH:17]([CH2:16]3)[CH2:22]1)[CH2:20]2. The catalyst class is: 9. (2) Product: [CH:27]1[C:28]2[C:33](=[CH:32][CH:31]=[CH:30][CH:29]=2)[CH:34]=[C:25]([NH:24][C:23]([O:22][CH2:21][C@@H:12]([NH:11][CH3:9])[CH2:13][C:14]([O:16][C:17]([CH3:18])([CH3:20])[CH3:19])=[O:15])=[O:35])[N:26]=1. The catalyst class is: 43. Reactant: C(O[C:9]([N:11](C)[C@H:12]([CH2:21][O:22][C:23](=[O:35])[NH:24][C:25]1[N:26]=[CH:27][C:28]2[C:33]([CH:34]=1)=[CH:32][CH:31]=[CH:30][CH:29]=2)[CH2:13][C:14]([O:16][C:17]([CH3:20])([CH3:19])[CH3:18])=[O:15])=O)C1C=CC=CC=1.[H][H]. (3) Reactant: [O:1]1[CH2:6][CH2:5][CH:4]([O:7][C:8]2[CH:9]=[CH:10][CH:11]=[C:12]3[C:17]=2[N:16]=[C:15]([NH:18][C@H:19]2[CH2:24][CH2:23][C@H:22]([NH2:25])[CH2:21][CH2:20]2)[N:14]=[CH:13]3)[CH2:3][CH2:2]1.[C:26](Cl)(=[O:28])[CH3:27].CCN(CC)CC.CO. Product: [O:1]1[CH2:2][CH2:3][CH:4]([O:7][C:8]2[CH:9]=[CH:10][CH:11]=[C:12]3[C:17]=2[N:16]=[C:15]([NH:18][C@H:19]2[CH2:24][CH2:23][C@H:22]([NH:25][C:26](=[O:28])[CH3:27])[CH2:21][CH2:20]2)[N:14]=[CH:13]3)[CH2:5][CH2:6]1. The catalyst class is: 2. (4) Reactant: [OH:1][C:2]1[CH:3]=[C:4]([C:13]([OH:15])=[O:14])[CH:5]=[C:6]([NH:8][C:9](=[NH:12])SC)[CH:7]=1.N[C:17]([NH2:20])([CH3:19])C.Cl.[CH3:22]N(C=O)C. Product: [OH:1][C:2]1[CH:3]=[C:4]([CH:5]=[C:6]([NH:8][C:9]2[NH:20][CH2:17][CH2:19][CH2:22][N:12]=2)[CH:7]=1)[C:13]([OH:15])=[O:14]. The catalyst class is: 12. (5) Product: [CH:19]([C:18]1[C:13]([NH:12][C:7](=[O:8])[O:9][CH2:10][CH3:11])=[N:14][CH:15]=[CH:16][CH:17]=1)=[O:20]. Reactant: [C:7](O[C:7]([O:9][CH2:10][CH3:11])=[O:8])(=[O:8])[O:9][CH2:10][CH3:11].[NH2:12][C:13]1[C:18]([CH:19]=[O:20])=[CH:17][CH:16]=[CH:15][N:14]=1. The catalyst class is: 48.